Dataset: Forward reaction prediction with 1.9M reactions from USPTO patents (1976-2016). Task: Predict the product of the given reaction. (1) Given the reactants [C:1]([O:10]C)(=O)[C:2]1[C:3](=[CH:5][CH:6]=[CH:7][CH:8]=1)[SH:4].[CH2:12]([N:19]([C:25]([C:27]1[CH:32]=[CH:31][CH:30]=[C:29]([C:33]#[N:34])[N:28]=1)=[O:26])[C:20]([N:22]([CH3:24])[CH3:23])=[O:21])[C:13]1[CH:18]=[CH:17][CH:16]=[CH:15][CH:14]=1.C(N(CC)CC)C, predict the reaction product. The product is: [CH2:12]([N:19]([C:25]([C:27]1[CH:32]=[CH:31][CH:30]=[C:29]([C:33]2[S:4][C:3]3[CH:5]=[CH:6][CH:7]=[CH:8][C:2]=3[C:1](=[O:10])[N:34]=2)[N:28]=1)=[O:26])[C:20]([N:22]([CH3:24])[CH3:23])=[O:21])[C:13]1[CH:14]=[CH:15][CH:16]=[CH:17][CH:18]=1. (2) The product is: [Cl:15][P:1]([NH:22][C@H:21]([C:20]([O:19][CH2:17][CH3:18])=[O:24])[CH3:23])([O:3][C:4]1[C:13]2[C:8](=[CH:9][CH:10]=[CH:11][CH:12]=2)[CH:7]=[CH:6][CH:5]=1)=[O:2]. Given the reactants [P:1]([Cl:15])(Cl)([O:3][C:4]1[C:13]2[C:8](=[CH:9][CH:10]=[CH:11][CH:12]=2)[CH:7]=[CH:6][CH:5]=1)=[O:2].Cl.[CH2:17]([O:19][C:20](=[O:24])[C@H:21]([CH3:23])[NH2:22])[CH3:18].CCN(CC)CC, predict the reaction product. (3) Given the reactants [CH3:1][N:2]1[CH2:7][CH2:6][N:5]([C:8]([CH:10]2[CH2:15][CH2:14][NH:13][CH2:12][CH2:11]2)=[O:9])[CH2:4][CH2:3]1.[C:16]1([CH:22]([C:27]2[CH:32]=[CH:31][CH:30]=[CH:29][CH:28]=2)[CH2:23][C:24](O)=[O:25])[CH:21]=[CH:20][CH:19]=[CH:18][CH:17]=1.C(Cl)CCl, predict the reaction product. The product is: [CH3:1][N:2]1[CH2:3][CH2:4][N:5]([C:8]([CH:10]2[CH2:15][CH2:14][N:13]([C:24](=[O:25])[CH2:23][CH:22]([C:16]3[CH:21]=[CH:20][CH:19]=[CH:18][CH:17]=3)[C:27]3[CH:32]=[CH:31][CH:30]=[CH:29][CH:28]=3)[CH2:12][CH2:11]2)=[O:9])[CH2:6][CH2:7]1. (4) Given the reactants [H-].[Na+].[OH:3][C:4]1[CH:9]=[CH:8][N:7]=[CH:6][CH:5]=1.Br[CH2:11][CH2:12][O:13][C:14](=[O:16])[CH3:15], predict the reaction product. The product is: [CH2:12]([O:13][C:14](=[O:16])[CH2:15][O:3][C:4]1[CH:9]=[CH:8][N:7]=[CH:6][CH:5]=1)[CH3:11]. (5) Given the reactants O.O[N:3]1[C:7]2C=CC=[CH:11][C:6]=2N=N1.Cl.CN(C)CCCN=C=NCC.[C:24]1([C:30]2([C:42]3[CH:47]=[CH:46][CH:45]=[CH:44][CH:43]=3)[CH2:38][C:37]3[NH:36][N:35]=[C:34]([C:39](O)=[O:40])[C:33]=3[CH:32]=[CH:31]2)[CH:29]=[CH:28][CH:27]=[CH:26][CH:25]=1.N1CCC1, predict the reaction product. The product is: [N:3]1([C:39]([C:34]2[C:33]3[CH:32]=[CH:31][C:30]([C:42]4[CH:43]=[CH:44][CH:45]=[CH:46][CH:47]=4)([C:24]4[CH:29]=[CH:28][CH:27]=[CH:26][CH:25]=4)[CH2:38][C:37]=3[NH:36][N:35]=2)=[O:40])[CH2:11][CH2:6][CH2:7]1. (6) Given the reactants [Br:1]N1C(=O)CCC1=O.[CH2:9]([O:11][C:12]([C:14]1[CH:15]=[CH:16][N:17]2[CH:21]=[CH:20][S:19][C:18]=12)=[O:13])[CH3:10].O, predict the reaction product. The product is: [CH2:9]([O:11][C:12]([C:14]1[C:15]([Br:1])=[CH:16][N:17]2[CH:21]=[CH:20][S:19][C:18]=12)=[O:13])[CH3:10]. (7) Given the reactants [NH2:1][C:2]1[C:3]2[N:4]([C:8]([CH2:27][CH:28]3[CH2:33][CH2:32][N:31]([C:34](=[O:37])[CH2:35]Cl)[CH2:30][CH2:29]3)=[N:9][C:10]=2[C:11]2[CH:20]=[C:19]3[C:14]([CH:15]=[CH:16][C:17]([C:21]4[CH:26]=[CH:25][CH:24]=[CH:23][CH:22]=4)=[N:18]3)=[CH:13][CH:12]=2)[CH:5]=[CH:6][N:7]=1.[CH3:38][NH:39][CH3:40], predict the reaction product. The product is: [NH2:1][C:2]1[C:3]2[N:4]([C:8]([CH2:27][CH:28]3[CH2:33][CH2:32][N:31]([C:34](=[O:37])[CH2:35][N:39]([CH3:40])[CH3:38])[CH2:30][CH2:29]3)=[N:9][C:10]=2[C:11]2[CH:20]=[C:19]3[C:14]([CH:15]=[CH:16][C:17]([C:21]4[CH:26]=[CH:25][CH:24]=[CH:23][CH:22]=4)=[N:18]3)=[CH:13][CH:12]=2)[CH:5]=[CH:6][N:7]=1.